This data is from Forward reaction prediction with 1.9M reactions from USPTO patents (1976-2016). The task is: Predict the product of the given reaction. (1) Given the reactants C[O:2][C:3]1[CH:4]=[C:5]([C:9]([C:11]2[C:19]3[C:14](=[C:15]([C:20]([F:23])([F:22])[F:21])[CH:16]=[CH:17][CH:18]=3)[N:13]([CH2:24][CH2:25][CH3:26])[N:12]=2)=[O:10])[CH:6]=[CH:7][CH:8]=1.B(Br)(Br)Br, predict the reaction product. The product is: [OH:2][C:3]1[CH:4]=[C:5]([C:9]([C:11]2[C:19]3[C:14](=[C:15]([C:20]([F:23])([F:22])[F:21])[CH:16]=[CH:17][CH:18]=3)[N:13]([CH2:24][CH2:25][CH3:26])[N:12]=2)=[O:10])[CH:6]=[CH:7][CH:8]=1. (2) Given the reactants [F:1][C:2]([F:13])([F:12])[C:3]([C:5]1[CH:10]=[CH:9][C:8]([I:11])=[CH:7][CH:6]=1)=[O:4].[BH4-].[Na+].[Cl-].[NH4+], predict the reaction product. The product is: [F:13][C:2]([F:1])([F:12])[CH:3]([C:5]1[CH:6]=[CH:7][C:8]([I:11])=[CH:9][CH:10]=1)[OH:4]. (3) Given the reactants [F:1][C:2]1[CH:3]=[C:4]2[C:8](=[CH:9][CH:10]=1)[NH:7][C:6](=[O:11])[C:5]2=[C:12]1[C:20]2[C:15](=[CH:16][C:17]([CH:21]=O)=[CH:18][CH:19]=2)[C:14]([CH3:24])([CH3:23])[O:13]1.[OH:25][CH:26]1[CH2:31][CH2:30][NH:29][CH2:28][CH2:27]1.C(O)(=O)C.C(O[BH-](OC(=O)C)OC(=O)C)(=O)C, predict the reaction product. The product is: [F:1][C:2]1[CH:3]=[C:4]2[C:8](=[CH:9][CH:10]=1)[NH:7][C:6](=[O:11])[C:5]2=[C:12]1[C:20]2[C:15](=[CH:16][C:17]([CH2:21][N:29]3[CH2:30][CH2:31][CH:26]([OH:25])[CH2:27][CH2:28]3)=[CH:18][CH:19]=2)[C:14]([CH3:24])([CH3:23])[O:13]1. (4) Given the reactants Cl.[CH:2]1C=CC2N(O)N=NC=2C=1.O.[C:13]([O:17][C:18]([NH:20][C@@H:21]([CH2:30][CH2:31][CH2:32][CH2:33][NH:34][C:35]([O:37][C:38]([CH3:41])([CH3:40])[CH3:39])=[O:36])[C:22]([NH:24][CH2:25][CH2:26][C:27]([OH:29])=[O:28])=[O:23])=[O:19])([CH3:16])([CH3:15])[CH3:14], predict the reaction product. The product is: [C:13]([O:17][C:18]([NH:20][C@@H:21]([CH2:30][CH2:31][CH2:32][CH2:33][NH:34][C:35]([O:37][C:38]([CH3:41])([CH3:40])[CH3:39])=[O:36])[C:22]([NH:24][CH2:25][CH2:26][C:27]([O:29][CH3:2])=[O:28])=[O:23])=[O:19])([CH3:16])([CH3:15])[CH3:14]. (5) Given the reactants [CH3:1][O:2][CH2:3][CH2:4][C:5](Cl)=O.[NH2:8][C:9]1[CH:10]=[N:11][C:12]2[C:17]([C:18]=1[NH:19][CH2:20][CH2:21][CH2:22][CH2:23][NH:24][C:25](=[O:31])[O:26][C:27]([CH3:30])([CH3:29])[CH3:28])=[CH:16][CH:15]=[CH:14][CH:13]=2.Cl.N1C=CC=CC=1, predict the reaction product. The product is: [CH3:1][O:2][CH2:3][CH2:4][C:5]1[N:19]([CH2:20][CH2:21][CH2:22][CH2:23][NH:24][C:25](=[O:31])[O:26][C:27]([CH3:29])([CH3:28])[CH3:30])[C:18]2[C:17]3[CH:16]=[CH:15][CH:14]=[CH:13][C:12]=3[N:11]=[CH:10][C:9]=2[N:8]=1. (6) Given the reactants I(O)(=O)(=O)=[O:2].[CH2:6]([O:9][N:10]1[C:16](=[O:17])[N:15]2[CH2:18][C@H:11]1[C:12]([CH3:21])=[CH:13][C@H:14]2[CH2:19][OH:20])[CH:7]=[CH2:8], predict the reaction product. The product is: [CH2:6]([O:9][N:10]1[C:16](=[O:17])[N:15]2[CH2:18][C@H:11]1[C:12]([CH3:21])=[CH:13][C@H:14]2[C:19]([OH:2])=[O:20])[CH:7]=[CH2:8]. (7) Given the reactants Br[C:2]1[C:3](=[O:11])[N:4]([CH3:10])[C:5](=[O:9])[N:6]([CH3:8])[CH:7]=1.[Cl:12][C:13]1[CH:25]=[CH:24][CH:23]=[CH:22][C:14]=1[O:15][CH:16]1[CH2:21][CH2:20][NH:19][CH2:18][CH2:17]1, predict the reaction product. The product is: [Cl:12][C:13]1[CH:25]=[CH:24][CH:23]=[CH:22][C:14]=1[O:15][CH:16]1[CH2:21][CH2:20][N:19]([C:2]2[C:3](=[O:11])[N:4]([CH3:10])[C:5](=[O:9])[N:6]([CH3:8])[CH:7]=2)[CH2:18][CH2:17]1.[CH2:14]([OH:15])[CH2:13][CH2:25][CH3:24].